This data is from Peptide-MHC class I binding affinity with 185,985 pairs from IEDB/IMGT. The task is: Regression. Given a peptide amino acid sequence and an MHC pseudo amino acid sequence, predict their binding affinity value. This is MHC class I binding data. The MHC is HLA-A24:03 with pseudo-sequence HLA-A24:03. The binding affinity (normalized) is 0.810. The peptide sequence is CFMYSDFHF.